Dataset: Reaction yield outcomes from USPTO patents with 853,638 reactions. Task: Predict the reaction yield, written as a fraction of the theoretical maximum amount of product (1.0 means a 100% yield; for example, 0.34 means a 34% yield). (1) The reactants are [Cl:1][C:2]1[CH:8]=[CH:7][C:5]([NH2:6])=[CH:4][C:3]=1[C:9]([F:12])([F:11])[F:10].[CH2:13]([O:15][C:16]1[C:21](=[O:22])[NH:20][CH:19]=[C:18]([C:23]2[CH:28]=[CH:27][C:26]([CH2:29][C:30](O)=[O:31])=[C:25]([F:33])[CH:24]=2)[CH:17]=1)[CH3:14].C1C=CC2N(O)N=NC=2C=1.C(Cl)CCl.CCN(CC)CC. The catalyst is CN(C=O)C. The product is [Cl:1][C:2]1[CH:8]=[CH:7][C:5]([NH:6][C:30](=[O:31])[CH2:29][C:26]2[CH:27]=[CH:28][C:23]([C:18]3[CH:17]=[C:16]([O:15][CH2:13][CH3:14])[C:21](=[O:22])[NH:20][CH:19]=3)=[CH:24][C:25]=2[F:33])=[CH:4][C:3]=1[C:9]([F:10])([F:11])[F:12]. The yield is 0.236. (2) The reactants are [NH2:1][C:2]1[C:11]([NH2:12])=[CH:10][CH:9]=[CH:8][C:3]=1[C:4]([O:6][CH3:7])=[O:5].[I:13][C:14]1[C:19]([CH:20]=O)=[C:18]([O:22][CH3:23])[N:17]=[CH:16][CH:15]=1.O.C(=O)=O.II. The catalyst is CO.CN(C=O)C. The product is [CH3:7][O:6][C:4]([C:3]1[C:2]2[NH:1][C:20]([C:19]3[C:18]([O:22][CH3:23])=[N:17][CH:16]=[CH:15][C:14]=3[I:13])=[N:12][C:11]=2[CH:10]=[CH:9][CH:8]=1)=[O:5]. The yield is 0.590.